From a dataset of Catalyst prediction with 721,799 reactions and 888 catalyst types from USPTO. Predict which catalyst facilitates the given reaction. (1) Reactant: [C:1]([C:3]1[O:7][C:6]2[C:8]([O:14]C(=O)C)=[C:9]([O:12][CH3:13])[CH:10]=[CH:11][C:5]=2[C:4]=1[C:18](=[O:31])[C:19]1[CH:24]=[C:23]([O:25][CH3:26])[C:22]([O:27][CH3:28])=[C:21]([O:29][CH3:30])[CH:20]=1)#[N:2].[N-:32]=[N+:33]=[N-:34].[Na+]. Product: [OH:14][C:8]1[C:6]2[O:7][C:3]([C:1]3[N:2]=[N:32][NH:33][N:34]=3)=[C:4]([C:18](=[O:31])[C:19]3[CH:20]=[C:21]([O:29][CH3:30])[C:22]([O:27][CH3:28])=[C:23]([O:25][CH3:26])[CH:24]=3)[C:5]=2[CH:11]=[CH:10][C:9]=1[O:12][CH3:13]. The catalyst class is: 3. (2) Reactant: [C:1]1([C:30]2[CH:35]=[CH:34][CH:33]=[CH:32][CH:31]=2)[CH:6]=[CH:5][CH:4]=[CH:3][C:2]=1[NH:7][C:8]([O:10][CH:11]1[CH2:16][CH2:15][N:14]([CH2:17][CH2:18][C:19](CNCCCCC(O)=O)=[O:20])[CH2:13][CH2:12]1)=[O:9].[O:36]1[CH2:40][CH2:39][O:38][CH:37]1[C:41]1[CH:46]=[CH:45][C:44]([NH2:47])=[CH:43][CH:42]=1.C([N:51]([CH2:55][CH3:56])[CH:52](C)C)(C)C.[OH:57]N1C2N=CC=CC=2N=N1.CCN=C=N[CH2:72][CH2:73][CH2:74]N(C)C.Cl. Product: [O:36]1[CH2:40][CH2:39][O:38][CH:37]1[C:41]1[CH:46]=[CH:45][C:44]([NH:47][C:72]([CH2:73][CH2:74][CH2:56][CH2:55][N:51]([CH3:52])[C:19]([CH2:18][CH2:17][N:14]2[CH2:15][CH2:16][CH:11]([O:10][C:8](=[O:9])[NH:7][C:2]3[CH:3]=[CH:4][CH:5]=[CH:6][C:1]=3[C:30]3[CH:35]=[CH:34][CH:33]=[CH:32][CH:31]=3)[CH2:12][CH2:13]2)=[O:20])=[O:57])=[CH:43][CH:42]=1. The catalyst class is: 2. (3) Reactant: [Cl:1][C:2]1[C:3]([F:42])=[C:4]([C@@H:8]2[C@:12]([C:15]3[CH:20]=[CH:19][C:18]([Cl:21])=[CH:17][C:16]=3[F:22])([C:13]#[N:14])[C@H:11]([CH2:23][C:24]([CH3:27])([CH3:26])[CH3:25])[NH:10][C@H:9]2[C:28]([NH:30][C:31]2[CH:39]=[CH:38][C:34]([C:35]([OH:37])=[O:36])=[CH:33][C:32]=2[O:40][CH3:41])=[O:29])[CH:5]=[CH:6][CH:7]=1.C(N(CC)CC)C.O=C1N(P(Cl)(N2CCOC2=O)=O)[CH2:54][CH2:53][O:52]1.C(O)CO. Product: [Cl:1][C:2]1[C:3]([F:42])=[C:4]([C@@H:8]2[C@:12]([C:15]3[CH:20]=[CH:19][C:18]([Cl:21])=[CH:17][C:16]=3[F:22])([C:13]#[N:14])[C@H:11]([CH2:23][C:24]([CH3:26])([CH3:27])[CH3:25])[NH:10][C@H:9]2[C:28]([NH:30][C:31]2[CH:39]=[CH:38][C:34]([C:35]([O:37][CH2:54][CH2:53][OH:52])=[O:36])=[CH:33][C:32]=2[O:40][CH3:41])=[O:29])[CH:5]=[CH:6][CH:7]=1. The catalyst class is: 2.